From a dataset of Reaction yield outcomes from USPTO patents with 853,638 reactions. Predict the reaction yield, written as a fraction of the theoretical maximum amount of product (1.0 means a 100% yield; for example, 0.34 means a 34% yield). (1) The reactants are [CH:1]1([CH2:6][CH2:7]C(Cl)=O)[CH2:5][CH2:4][CH2:3][CH2:2]1.[CH3:11][O:12][C:13]1[CH:19]=[CH:18][CH:17]=[C:16]([CH3:20])[C:14]=1[NH2:15].C(N(CC)CC)C.C(OCC)(=[O:30])C. The catalyst is C(Cl)Cl. The product is [CH:1]1([CH2:6][C:7]([NH:15][C:14]2[C:16]([CH3:20])=[CH:17][CH:18]=[CH:19][C:13]=2[O:12][CH3:11])=[O:30])[CH2:2][CH2:3][CH2:4][CH2:5]1. The yield is 0.990. (2) The reactants are [CH2:1]([O:8][C:9]1[CH:10]=[C:11]([N:20]([C:25]([O:27][C:28]([CH3:31])([CH3:30])[CH3:29])=[O:26])[CH2:21][CH2:22][CH:23]=[O:24])[C:12]([I:19])=[C:13]2[C:18]=1[N:17]=[CH:16][CH:15]=[CH:14]2)[C:2]1[CH:7]=[CH:6][CH:5]=[CH:4][CH:3]=1.CCN(CC)CC.[CH3:39][C:40](OC(C)=O)=[O:41]. The catalyst is CN(C1C=CN=CC=1)C.C1COCC1. The product is [C:40]([O:24][CH:23]=[CH:22][CH2:21][N:20]([C:11]1[C:12]([I:19])=[C:13]2[C:18](=[C:9]([O:8][CH2:1][C:2]3[CH:7]=[CH:6][CH:5]=[CH:4][CH:3]=3)[CH:10]=1)[N:17]=[CH:16][CH:15]=[CH:14]2)[C:25]([O:27][C:28]([CH3:31])([CH3:30])[CH3:29])=[O:26])(=[O:41])[CH3:39]. The yield is 0.810. (3) The reactants are [CH3:1][C:2]1[NH:6][C:5]([CH:7]=[O:8])=[N:4][C:3]=1[C:9]([F:12])([F:11])[F:10].Cl([O-])=[O:14].[Na+].P([O-])(O)(O)=O.[Na+].CC(=CC)C. No catalyst specified. The product is [CH3:1][C:2]1[NH:6][C:5]([C:7]([OH:14])=[O:8])=[N:4][C:3]=1[C:9]([F:12])([F:10])[F:11]. The yield is 1.00. (4) The reactants are [CH2:1]([C:5]1[N:9]([C:10]2[CH:15]=[CH:14][CH:13]=[CH:12][CH:11]=2)[N:8]=[C:7]([CH2:16]O)[CH:6]=1)[CH:2]([CH3:4])[CH3:3].[N-:18]=[N+:19]=[N-:20]. The catalyst is O1CCCC1.C1(C)C=CC=CC=1. The product is [N:18]([CH2:16][C:7]1[CH:6]=[C:5]([CH2:1][CH:2]([CH3:4])[CH3:3])[N:9]([C:10]2[CH:15]=[CH:14][CH:13]=[CH:12][CH:11]=2)[N:8]=1)=[N+:19]=[N-:20]. The yield is 1.00.